From a dataset of Blood-brain barrier permeability classification from the B3DB database. Regression/Classification. Given a drug SMILES string, predict its absorption, distribution, metabolism, or excretion properties. Task type varies by dataset: regression for continuous measurements (e.g., permeability, clearance, half-life) or binary classification for categorical outcomes (e.g., BBB penetration, CYP inhibition). Dataset: b3db_classification. (1) The compound is COc1cc(C2c3cc4c(cc3C(O)C3COC(=O)C23)OCO4)cc(OC)c1OC. The result is 0 (does not penetrate BBB). (2) The molecule is CO/N=C(/C(=O)NC1C(=O)N2C(C(=O)O)=C(COC(C)=O)CSC12)c1csc(N)n1. The result is 0 (does not penetrate BBB). (3) The drug is CCC(=O)Nc1ccc(O)cc1. The result is 1 (penetrates BBB). (4) The compound is CN1[C@H]2CC[C@@H]1CC(NC(=O)N1CC(C)(C)c3ccccc31)C2. The result is 1 (penetrates BBB).